This data is from Catalyst prediction with 721,799 reactions and 888 catalyst types from USPTO. The task is: Predict which catalyst facilitates the given reaction. (1) Reactant: [CH2:1]([O:8][C:9](=[O:14])[C@H:10]([CH2:12][OH:13])[NH2:11])[C:2]1[CH:7]=[CH:6][CH:5]=[CH:4][CH:3]=1.[C:15]([O:27][C@H:28]([CH2:33][CH2:34][CH2:35][CH2:36][CH2:37][CH2:38][CH2:39][CH2:40][CH2:41][CH2:42][CH3:43])[CH2:29][C:30](O)=[O:31])(=[O:26])[CH2:16][CH2:17][CH2:18][CH2:19][CH2:20][CH2:21][CH2:22][CH2:23][CH2:24][CH3:25].C(Cl)CCl.CI. Product: [CH2:1]([O:8][C:9](=[O:14])[C@H:10]([CH2:12][OH:13])[NH:11][C:30](=[O:31])[CH2:29][C@H:28]([O:27][C:15](=[O:26])[CH2:16][CH2:17][CH2:18][CH2:19][CH2:20][CH2:21][CH2:22][CH2:23][CH2:24][CH3:25])[CH2:33][CH2:34][CH2:35][CH2:36][CH2:37][CH2:38][CH2:39][CH2:40][CH2:41][CH2:42][CH3:43])[C:2]1[CH:7]=[CH:6][CH:5]=[CH:4][CH:3]=1. The catalyst class is: 2. (2) Reactant: [N:1]1([CH2:6][CH2:7][OH:8])[CH2:5][CH2:4][CH2:3][CH2:2]1.[H-].[Na+].Cl[C:12]1[CH:17]=[CH:16][C:15]([N+:18]([O-:20])=[O:19])=[CH:14][N:13]=1. Product: [N+:18]([C:15]1[CH:16]=[CH:17][C:12]([O:8][CH2:7][CH2:6][N:1]2[CH2:5][CH2:4][CH2:3][CH2:2]2)=[N:13][CH:14]=1)([O-:20])=[O:19]. The catalyst class is: 1. (3) Reactant: [C:1]([O:9][CH2:10][C@:11]12[CH2:37][CH2:36][C@@H:35]([C:38]([CH3:40])=[CH2:39])[C@@H:12]1[C@@H:13]1[C@@:26]([CH3:29])([CH2:27][CH2:28]2)[C@@:25]2([CH3:30])[C@@H:16]([C@:17]3([CH3:34])[C@@H:22]([CH2:23][CH2:24]2)[C:21]([CH3:32])([CH3:31])[C@@H:20]([OH:33])[CH2:19][CH2:18]3)[CH2:15][CH2:14]1)(=[O:8])[C:2]1[CH:7]=[CH:6][CH:5]=[CH:4][CH:3]=1.C1C=C[NH+]=CC=1.[O-][Cr](Cl)(=O)=O. Product: [C:1]([O:9][CH2:10][C@:11]12[CH2:37][CH2:36][C@@H:35]([C:38]([CH3:40])=[CH2:39])[C@@H:12]1[C@@H:13]1[C@@:26]([CH3:29])([CH2:27][CH2:28]2)[C@@:25]2([CH3:30])[C@@H:16]([C@:17]3([CH3:34])[C@@H:22]([CH2:23][CH2:24]2)[C:21]([CH3:31])([CH3:32])[C:20](=[O:33])[CH2:19][CH2:18]3)[CH2:15][CH2:14]1)(=[O:8])[C:2]1[CH:3]=[CH:4][CH:5]=[CH:6][CH:7]=1. The catalyst class is: 2. (4) The catalyst class is: 101. Product: [CH3:1][CH:2]([C@H:4]1[CH2:8][N:7]([C:11]2[N:16]=[CH:15][C:14]([C:17]([F:20])([F:19])[F:18])=[CH:13][N:12]=2)[C:6](=[O:9])[NH:5]1)[CH3:3]. Reactant: [CH3:1][CH:2]([C@H:4]1[CH2:8][NH:7][C:6](=[O:9])[NH:5]1)[CH3:3].Cl[C:11]1[N:16]=[CH:15][C:14]([C:17]([F:20])([F:19])[F:18])=[CH:13][N:12]=1.CC1(C)C2C(=C(P(C3C=CC=CC=3)C3C=CC=CC=3)C=CC=2)OC2C(P(C3C=CC=CC=3)C3C=CC=CC=3)=CC=CC1=2.CC(C)([O-])C.[Na+]. (5) Reactant: Cl[C:2]1[N:7]=[CH:6][C:5]([C:8]([O:10][CH2:11][CH3:12])=[O:9])=[CH:4][N:3]=1.[Cl:13][C:14]1[CH:20]=[CH:19][C:17]([NH2:18])=[CH:16][CH:15]=1. Product: [Cl:13][C:14]1[CH:20]=[CH:19][C:17]([NH:18][C:2]2[N:7]=[CH:6][C:5]([C:8]([O:10][CH2:11][CH3:12])=[O:9])=[CH:4][N:3]=2)=[CH:16][CH:15]=1. The catalyst class is: 155. (6) Reactant: [C:1]([O:5][C:6]([N:8]1[C@@:17]([CH3:21])([C:18]([OH:20])=O)[CH2:16][C:15]2[C:10](=[CH:11][C:12]([O:22][CH3:23])=[CH:13][CH:14]=2)[CH2:9]1)=[O:7])([CH3:4])([CH3:3])[CH3:2].[NH2:24][C@@H:25]([CH:42]([CH3:44])[CH3:43])[CH2:26][N:27]1[CH2:32][CH2:31][C@:30]([C:34]2[CH:35]=[C:36]([OH:40])[CH:37]=[CH:38][CH:39]=2)([CH3:33])[C@@H:29]([CH3:41])[CH2:28]1.CN([P+](ON1N=NC2C=CC=CC1=2)(N(C)C)N(C)C)C.F[P-](F)(F)(F)(F)F.C(N(CC)CC)C. Product: [OH:40][C:36]1[CH:35]=[C:34]([C@:30]2([CH3:33])[CH2:31][CH2:32][N:27]([CH2:26][C@@H:25]([NH:24][C:18]([C@@:17]3([CH3:21])[CH2:16][C:15]4[C:10](=[CH:11][C:12]([O:22][CH3:23])=[CH:13][CH:14]=4)[CH2:9][N:8]3[C:6]([O:5][C:1]([CH3:3])([CH3:2])[CH3:4])=[O:7])=[O:20])[CH:42]([CH3:43])[CH3:44])[CH2:28][C@@H:29]2[CH3:41])[CH:39]=[CH:38][CH:37]=1. The catalyst class is: 1. (7) Reactant: [F:1][C:2]([F:8])([F:7])[C@H:3]([OH:6])[CH2:4][OH:5].FC(F)(F)C=C.[S:15](Cl)(Cl)(=[O:17])=[O:16].N1C=CN=C1. Product: [F:1][C:2]([F:8])([F:7])[C@H:3]1[CH2:4][O:5][S:15](=[O:17])(=[O:16])[O:6]1. The catalyst class is: 2. (8) Reactant: [CH3:1][N:2]1[C:7]2=[N:8][C:9]([NH:12][C:13]3[CH:18]=[CH:17][C:16]([N:19]4[CH2:24][CH2:23][N:22]([CH3:25])[CH2:21][CH2:20]4)=[CH:15][CH:14]=3)=[N:10][CH:11]=[C:6]2[CH2:5][NH:4][C:3]1=[O:26].FC(F)(F)C(O)=O.CC(C)([O-])C.[K+]. The catalyst class is: 7. Product: [CH3:1][N:2]1[C:7]2=[N:8][C:9]([NH:12][C:13]3[CH:14]=[CH:15][C:16]([N:19]4[CH2:20][CH2:21][N:22]([CH3:25])[CH2:23][CH2:24]4)=[CH:17][CH:18]=3)=[N:10][CH:11]=[C:6]2[CH:5]=[N:4][C:3]1=[O:26]. (9) Reactant: [NH2:1][C:2]1[CH:7]=[CH:6][C:5]([C:8]2[C:16]3[C:15]([NH2:17])=[N:14][CH:13]=[N:12][C:11]=3[N:10]([C@H:18]3[CH2:23][CH2:22][C@H:21]([N:24]4[CH2:29][CH2:28][N:27]([CH3:30])[CH2:26][CH2:25]4)[CH2:20][CH2:19]3)[CH:9]=2)=[CH:4][CH:3]=1.[C:31]1([CH2:37][CH2:38][C:39](Cl)=[O:40])[CH:36]=[CH:35][CH:34]=[CH:33][CH:32]=1.ClCCl.[OH-].[Na+]. Product: [NH2:17][C:15]1[C:16]2[C:8]([C:5]3[CH:4]=[CH:3][C:2]([NH:1][C:39](=[O:40])[CH2:38][CH2:37][C:31]4[CH:36]=[CH:35][CH:34]=[CH:33][CH:32]=4)=[CH:7][CH:6]=3)=[CH:9][N:10]([C@H:18]3[CH2:23][CH2:22][C@H:21]([N:24]4[CH2:25][CH2:26][N:27]([CH3:30])[CH2:28][CH2:29]4)[CH2:20][CH2:19]3)[C:11]=2[N:12]=[CH:13][N:14]=1. The catalyst class is: 228. (10) Reactant: [NH2:1][C:2]1[C:3]([NH:12][CH2:13][CH3:14])=[N:4][C:5]([C:8]([F:11])([F:10])[F:9])=[CH:6][CH:7]=1.C([O-])(O)=O.[Na+].[Br:20][C:21]1[CH:22]=[C:23]([C:28](Cl)=[O:29])[C:24]([Cl:27])=[N:25][CH:26]=1.BrC1C=C(C(O)=O)C(O)=NC=1.O=S(Cl)Cl. Product: [Cl:27][C:24]1[C:23]([C:28]([NH:1][C:2]2[C:3]([NH:12][CH2:13][CH3:14])=[N:4][C:5]([C:8]([F:9])([F:10])[F:11])=[CH:6][CH:7]=2)=[O:29])=[CH:22][C:21]([Br:20])=[CH:26][N:25]=1. The catalyst class is: 23.